Task: Predict the reactants needed to synthesize the given product.. Dataset: Full USPTO retrosynthesis dataset with 1.9M reactions from patents (1976-2016) (1) Given the product [NH2:14][C:13]1[CH:12]=[C:9]([CH:8]=[C:7]([CH3:17])[C:6]=1[C:5]#[C:4][CH2:3][C:2]([OH:1])([C:35]([F:37])([F:38])[F:36])[CH2:18][C:19]([C:22]1[C:30]2[O:29][CH2:28][CH2:27][C:26]=2[CH:25]=[C:24]([S:31]([CH3:34])(=[O:33])=[O:32])[CH:23]=1)([CH3:21])[CH3:20])[C:10]#[N:11], predict the reactants needed to synthesize it. The reactants are: [OH:1][C:2]([C:35]([F:38])([F:37])[F:36])([CH2:18][C:19]([C:22]1[C:30]2[O:29][CH2:28][CH2:27][C:26]=2[CH:25]=[C:24]([S:31]([CH3:34])(=[O:33])=[O:32])[CH:23]=1)([CH3:21])[CH3:20])[CH2:3][C:4]#[C:5][C:6]1[C:13]([N+:14]([O-])=O)=[CH:12][C:9]([C:10]#[N:11])=[CH:8][C:7]=1[CH3:17].C(O)(=O)C. (2) Given the product [CH3:30][Sn:31]([CH3:37])([CH3:36])[C:2]1[S:6][C:5]([S:7]([NH2:10])(=[O:9])=[O:8])=[CH:4][CH:3]=1, predict the reactants needed to synthesize it. The reactants are: Br[C:2]1[S:6][C:5]([S:7]([NH2:10])(=[O:9])=[O:8])=[CH:4][CH:3]=1.C1(P(C2C=CC=CC=2)C2C=CC=CC=2)C=CC=CC=1.[CH3:30][Sn:31]([CH3:37])([CH3:36])[Sn:31]([CH3:37])([CH3:36])[CH3:30].